From a dataset of Forward reaction prediction with 1.9M reactions from USPTO patents (1976-2016). Predict the product of the given reaction. (1) Given the reactants [CH3:1][C:2]1[CH:10]=[C:9]([C:11]([F:14])([F:13])[F:12])[CH:8]=[C:7]([C:15]([F:18])([F:17])[F:16])[C:3]=1[C:4](Cl)=[O:5].FC(F)(F)C1C=C(C(F)(F)F)C=CC=1C(OC)=O.[CH3:37][C:38]([N:48]1[CH2:52][CH2:51][CH2:50][CH2:49]1)([CH3:47])[CH:39]([NH2:46])[C:40]1[CH:45]=[CH:44][CH:43]=[CH:42][CH:41]=1.C(N(CC)CC)C, predict the reaction product. The product is: [CH3:1][C:2]1[CH:10]=[C:9]([C:11]([F:14])([F:13])[F:12])[CH:8]=[C:7]([C:15]([F:18])([F:17])[F:16])[C:3]=1[C:4]([NH:46][CH:39]([C:40]1[CH:45]=[CH:44][CH:43]=[CH:42][CH:41]=1)[C:38]([CH3:47])([N:48]1[CH2:49][CH2:50][CH2:51][CH2:52]1)[CH3:37])=[O:5]. (2) Given the reactants C([O:8][C:9](=[O:32])[C@@H:10]([NH:15][C:16](=[O:31])[C@@H:17]([NH:19][C:20]([CH:22]1[CH2:30][C:29]2[C:24](=[CH:25][CH:26]=[CH:27][CH:28]=2)[CH2:23]1)=[O:21])[CH3:18])[CH2:11][CH:12]([CH3:14])[CH3:13])C1C=CC=CC=1, predict the reaction product. The product is: [CH2:23]1[C:24]2[C:29](=[CH:28][CH:27]=[CH:26][CH:25]=2)[CH2:30][CH:22]1[C:20]([NH:19][C@@H:17]([CH3:18])[C:16]([NH:15][C@@H:10]([CH2:11][CH:12]([CH3:14])[CH3:13])[C:9]([OH:32])=[O:8])=[O:31])=[O:21].